Dataset: Reaction yield outcomes from USPTO patents with 853,638 reactions. Task: Predict the reaction yield, written as a fraction of the theoretical maximum amount of product (1.0 means a 100% yield; for example, 0.34 means a 34% yield). (1) The reactants are Br[C:2]1[N:7]2[CH:8]=[C:9]([C:11]3[CH:16]=[CH:15][C:14]([C:17]([CH3:20])([CH3:19])[CH3:18])=[CH:13][CH:12]=3)[N:10]=[C:6]2[CH:5]=[CH:4][CH:3]=1.[NH:21]1[CH2:26][CH2:25][NH:24][CH2:23][CH2:22]1. The catalyst is CS(C)=O.C(OCC)(=O)C. The product is [C:17]([C:14]1[CH:15]=[CH:16][C:11]([C:9]2[N:10]=[C:6]3[CH:5]=[CH:4][CH:3]=[C:2]([N:21]4[CH2:26][CH2:25][NH:24][CH2:23][CH2:22]4)[N:7]3[CH:8]=2)=[CH:12][CH:13]=1)([CH3:20])([CH3:19])[CH3:18]. The yield is 0.250. (2) The reactants are C(N1C=CN=C1)(N1C=CN=C1)=[O:2].[CH2:13]1[C:21]2[C:16](=[CH:17][CH:18]=[CH:19][CH:20]=2)[CH2:15][CH:14]1[C@H:22]1[NH:27][C:26](=[O:28])[C@@H:25]([C@@H:29]([CH3:32])[CH2:30][CH3:31])[N:24]([CH:33]([C:44]2[N:45]=[C:46]([CH3:49])[O:47][CH:48]=2)[C:34](NC2C=CC=CC=2O)=[O:35])[C:23]1=[O:50]. The catalyst is ClCCl. The product is [CH2:15]1[C:16]2[C:21](=[CH:20][CH:19]=[CH:18][CH:17]=2)[CH2:13][CH:14]1[C@H:22]1[NH:27][C:26](=[O:28])[C@@H:25]([C@@H:29]([CH3:32])[CH2:30][CH3:31])[N:24]([CH:33]([C:44]2[N:45]=[C:46]([CH3:49])[O:47][CH:48]=2)[C:34]([OH:35])=[O:2])[C:23]1=[O:50]. The yield is 0.730. (3) The reactants are I[CH2:2][C@@H:3]([CH3:16])[CH2:4][N:5]1[C:14]2[C:9](=[CH:10][CH:11]=[CH:12][CH:13]=2)[CH:8]=[CH:7][C:6]1=[O:15].[CH2:17]([O:20][CH:21]1[CH2:26][CH2:25][NH:24][CH2:23][CH2:22]1)[CH2:18][CH3:19]. The catalyst is CC#N. The product is [CH3:16][CH:3]([CH2:2][N:24]1[CH2:25][CH2:26][CH:21]([O:20][CH2:17][CH2:18][CH3:19])[CH2:22][CH2:23]1)[CH2:4][N:5]1[C:14]2[C:9](=[CH:10][CH:11]=[CH:12][CH:13]=2)[CH:8]=[CH:7][C:6]1=[O:15]. The yield is 0.170. (4) The reactants are [CH2:1]([O:3][C:4](=[O:22])[CH:5]([NH:11][C:12]([O:14][CH2:15][C:16]1[CH:21]=[CH:20][CH:19]=[CH:18][CH:17]=1)=[O:13])[CH2:6][CH2:7][C:8]([OH:10])=O)[CH3:2].CCN=C=NCCCN(C)C.[CH2:34]([O:36][C:37](=[O:42])[C@H:38]([CH2:40][OH:41])[NH2:39])[CH3:35]. The catalyst is C(#N)C. The product is [CH2:1]([O:3][C:4](=[O:22])[CH:5]([NH:11][C:12]([O:14][CH2:15][C:16]1[CH:21]=[CH:20][CH:19]=[CH:18][CH:17]=1)=[O:13])[CH2:6][CH2:7][C:8](=[O:10])[NH:39][CH:38]([C:37]([O:36][CH2:34][CH3:35])=[O:42])[CH2:40][OH:41])[CH3:2]. The yield is 0.855. (5) The reactants are [NH2:1][C:2]1[CH:7]=[CH:6][C:5]([C:8]2[N:9]([CH2:21][CH3:22])[C:10]3[C:15]([C:16]=2[C:17]#[N:18])=[CH:14][CH:13]=[C:12]([O:19][CH3:20])[CH:11]=3)=[CH:4][CH:3]=1.C(N(CC)CC)C.[CH3:30][S:31](Cl)(=[O:33])=[O:32]. The catalyst is C1COCC1.O. The product is [C:17]([C:16]1[C:15]2[C:10](=[CH:11][C:12]([O:19][CH3:20])=[CH:13][CH:14]=2)[N:9]([CH2:21][CH3:22])[C:8]=1[C:5]1[CH:4]=[CH:3][C:2]([NH:1][S:31]([CH3:30])(=[O:33])=[O:32])=[CH:7][CH:6]=1)#[N:18]. The yield is 0.680. (6) The reactants are [CH2:1]([N:8]1[CH2:13][CH2:12][CH:11]([N:14]2[CH2:18][CH2:17][N:16]([CH2:19][CH2:20]Br)[C:15]2=[C:22]([C:25]#[N:26])[C:23]#[N:24])[CH2:10][CH2:9]1)[C:2]1[CH:7]=[CH:6][CH:5]=[CH:4][CH:3]=1.C(=O)([O-])[O-].[K+].[K+].[CH3:33][C@@H:34]1[CH2:38][CH2:37][CH2:36][NH:35]1.[OH-].[Na+]. The catalyst is O1CCOCC1. The product is [CH2:1]([N:8]1[CH2:13][CH2:12][CH:11]([N:14]2[CH2:18][CH2:17][N:16]([CH2:19][CH2:20][N:35]3[CH2:36][CH2:37][CH2:38][C@H:34]3[CH3:33])[C:15]2=[C:22]([C:25]#[N:26])[C:23]#[N:24])[CH2:10][CH2:9]1)[C:2]1[CH:7]=[CH:6][CH:5]=[CH:4][CH:3]=1. The yield is 0.984. (7) The reactants are Cl.[NH2:2][C:3]1[CH:13]=[CH:12][C:6]([O:7][CH2:8][C:9]([OH:11])=[O:10])=[CH:5][CH:4]=1.Cl.[CH3:15]O. No catalyst specified. The product is [CH3:15][O:10][C:9](=[O:11])[CH2:8][O:7][C:6]1[CH:5]=[CH:4][C:3]([NH2:2])=[CH:13][CH:12]=1. The yield is 0.585. (8) The reactants are [CH3:1][O:2][C:3]1[C:7]([C:8]#[N:9])=[C:6]([N:10]2[CH2:15][CH2:14][CH2:13][CH2:12][CH2:11]2)[N:5]([CH3:16])[N:4]=1. The catalyst is N.CO.[Ni]. The product is [CH3:1][O:2][C:3]1[C:7]([CH2:8][NH2:9])=[C:6]([N:10]2[CH2:15][CH2:14][CH2:13][CH2:12][CH2:11]2)[N:5]([CH3:16])[N:4]=1. The yield is 0.590.